The task is: Predict which catalyst facilitates the given reaction.. This data is from Catalyst prediction with 721,799 reactions and 888 catalyst types from USPTO. (1) Reactant: [N:1]([C:4]1[CH:9]=[CH:8][C:7]([C:10](=O)[CH2:11]Br)=[CH:6][CH:5]=1)=[N+:2]=[N-:3].[NH2:14][C:15]([NH2:17])=[S:16].C([O-])(O)=O.[Na+]. Product: [N:1]([C:4]1[CH:9]=[CH:8][C:7]([C:10]2[N:14]=[C:15]([NH2:17])[S:16][CH:11]=2)=[CH:6][CH:5]=1)=[N+:2]=[N-:3]. The catalyst class is: 88. (2) Reactant: [BrH:1].[Br:2][CH2:3][CH2:4][CH2:5][NH2:6].[C:7]1([P:13]([C:20]2[CH:25]=[CH:24][CH:23]=[CH:22][CH:21]=2)[C:14]2[CH:19]=[CH:18][CH:17]=[CH:16][CH:15]=2)[CH:12]=[CH:11][CH:10]=[CH:9][CH:8]=1. Product: [Br-:2].[Br-:1].[NH2:6][CH2:5][CH2:4][CH2:3][P+:13]([C:14]1[CH:15]=[CH:16][CH:17]=[CH:18][CH:19]=1)([C:20]1[CH:25]=[CH:24][CH:23]=[CH:22][CH:21]=1)[C:7]1[CH:8]=[CH:9][CH:10]=[CH:11][CH:12]=1.[NH2:6][CH2:5][CH2:4][CH2:3][P+:13]([C:14]1[CH:15]=[CH:16][CH:17]=[CH:18][CH:19]=1)([C:20]1[CH:25]=[CH:24][CH:23]=[CH:22][CH:21]=1)[C:7]1[CH:8]=[CH:9][CH:10]=[CH:11][CH:12]=1. The catalyst class is: 51. (3) Reactant: CCO.[C:4]([C:9]1[S:13][C:12]([C:14]([O:16]CC)=[O:15])=[C:11]([OH:19])[C:10]=1[OH:20])([O:6]CC)=[O:5].[OH-].[Na+]. Product: [C:4]([C:9]1[S:13][C:12]([C:14]([OH:16])=[O:15])=[C:11]([OH:19])[C:10]=1[OH:20])([OH:6])=[O:5]. The catalyst class is: 6. (4) Reactant: [CH3:1][N:2]([S:21]([C:24]1[S:25][CH:26]=[CH:27][CH:28]=1)(=[O:23])=[O:22])[C:3]1[CH:4]=[CH:5][CH:6]=[C:7]2[C:11]=1[NH:10][C:9]([C:12]1[S:13][CH:14]([CH2:17][C:18]([OH:20])=O)[CH2:15][N:16]=1)=[CH:8]2.[CH3:29][N:30]1[CH2:35][CH2:34][NH:33][CH2:32][CH2:31]1.N1(O)C2C=CC=CC=2N=N1.Cl.CN(C)CCCN=C=NCC. Product: [CH3:1][N:2]([C:3]1[CH:4]=[CH:5][CH:6]=[C:7]2[C:11]=1[NH:10][C:9]([C:12]1[S:13][CH:14]([CH2:17][C:18]([N:33]3[CH2:34][CH2:35][N:30]([CH3:29])[CH2:31][CH2:32]3)=[O:20])[CH2:15][N:16]=1)=[CH:8]2)[S:21]([C:24]1[S:25][CH:26]=[CH:27][CH:28]=1)(=[O:22])=[O:23]. The catalyst class is: 434. (5) The catalyst class is: 17. Reactant: [CH2:1]([S:8][C:9]1[C:14]([NH2:15])=[CH:13][CH:12]=[CH:11][N:10]=1)[C:2]1[CH:7]=[CH:6][CH:5]=[CH:4][CH:3]=1.[S:16]1[C:20]([S:21](Cl)(=[O:23])=[O:22])=[CH:19][C:18]2[CH:25]=[CH:26][CH:27]=[CH:28][C:17]1=2. Product: [CH2:1]([S:8][C:9]1[C:14]([NH:15][S:21]([C:20]2[S:16][C:17]3[CH:28]=[CH:27][CH:26]=[CH:25][C:18]=3[CH:19]=2)(=[O:22])=[O:23])=[CH:13][CH:12]=[CH:11][N:10]=1)[C:2]1[CH:3]=[CH:4][CH:5]=[CH:6][CH:7]=1. (6) Reactant: F[B-](F)(F)F.N1(OC(N(C)C)=[N+](C)C)[C:10]2[CH:11]=[CH:12][CH:13]=[CH:14][C:9]=2N=N1.O.ON1[C:29]2C=CC=[CH:33][C:28]=2N=N1.C(N(C(C)C)C(C)C)C. Product: [CH2:29]1[C:10]2[C:9](=[CH:14][CH:13]=[CH:12][CH:11]=2)[CH2:33][CH2:28]1. The catalyst class is: 7. (7) Reactant: [CH2:1]([N:3]1[CH2:8][CH2:7][N:6]([C:9]2[CH:14]=[CH:13][C:12]([NH:15][C:16]3[N:21]=[CH:20][C:19](/[CH:22]=[CH:23]/[C:24]4[CH:25]=[C:26]([CH:31]=[C:32]([O:34][CH3:35])[CH:33]=4)[C:27]([O:29][CH3:30])=[O:28])=[CH:18][N:17]=3)=[CH:11][CH:10]=2)[CH2:5][CH2:4]1)[CH3:2]. Product: [CH2:1]([N:3]1[CH2:8][CH2:7][N:6]([C:9]2[CH:14]=[CH:13][C:12]([NH:15][C:16]3[N:17]=[CH:18][C:19]([CH2:22][CH2:23][C:24]4[CH:25]=[C:26]([CH:31]=[C:32]([O:34][CH3:35])[CH:33]=4)[C:27]([O:29][CH3:30])=[O:28])=[CH:20][N:21]=3)=[CH:11][CH:10]=2)[CH2:5][CH2:4]1)[CH3:2]. The catalyst class is: 123. (8) Reactant: [CH2:1]([N:4]1[CH2:9][CH:8]2[CH:6]([C:7]2([CH3:19])[C:10]2[CH:15]=[CH:14][CH:13]=[C:12]([N+:16]([O-])=O)[CH:11]=2)[C:5]1=[O:20])[CH:2]=[CH2:3].[Cl-].[Ca+2].[Cl-]. Product: [CH2:1]([N:4]1[CH2:9][CH:8]2[CH:6]([C:7]2([C:10]2[CH:15]=[CH:14][CH:13]=[C:12]([NH2:16])[CH:11]=2)[CH3:19])[C:5]1=[O:20])[CH:2]=[CH2:3]. The catalyst class is: 190. (9) Reactant: [O:1]=[C:2]1[N:7]([CH2:8][CH2:9][CH:10]2[CH2:15][CH2:14][O:13][CH2:12][CH2:11]2)[C:6]2[N:16]=[C:17]([C:20]3[CH:25]=[CH:24][N:23]=[C:22]4[N:26](C(OC(C)(C)C)=O)[CH:27]=[CH:28][C:21]=34)[CH:18]=[N:19][C:5]=2[NH:4][CH2:3]1. Product: [NH:26]1[C:22]2=[N:23][CH:24]=[CH:25][C:20]([C:17]3[N:16]=[C:6]4[N:7]([CH2:8][CH2:9][CH:10]5[CH2:15][CH2:14][O:13][CH2:12][CH2:11]5)[C:2](=[O:1])[CH2:3][NH:4][C:5]4=[N:19][CH:18]=3)=[C:21]2[CH:28]=[CH:27]1. The catalyst class is: 33.